This data is from Full USPTO retrosynthesis dataset with 1.9M reactions from patents (1976-2016). The task is: Predict the reactants needed to synthesize the given product. (1) The reactants are: [CH2:1]([O:3][C:4]([C:6]1[CH:7]=[C:8]2[C:13](=[CH:14][CH:15]=1)[NH:12][CH:11]([C:16]1[CH:17]=[N:18][CH:19]=[CH:20][CH:21]=1)[C:10]([CH3:23])([CH3:22])[CH:9]2O)=[O:5])[CH3:2].FC(F)(F)C(O)=O. Given the product [CH2:1]([O:3][C:4]([C:6]1[CH:7]=[C:8]2[C:13](=[CH:14][CH:15]=1)[NH:12][CH:11]([C:16]1[CH:17]=[N:18][CH:19]=[CH:20][CH:21]=1)[C:10]([CH3:22])([CH3:23])[CH2:9]2)=[O:5])[CH3:2], predict the reactants needed to synthesize it. (2) Given the product [CH2:12]([O:11][CH2:1][CH2:2][CH2:3][CH2:4][CH2:5][CH2:6][CH2:7][CH2:8]/[CH:9]=[CH:10]/[C:42]1[CH:47]=[CH:46][C:45]([C:48]([F:51])([F:50])[F:49])=[CH:44][CH:43]=1)[C:13]1[CH:14]=[CH:15][CH:16]=[CH:17][CH:18]=1, predict the reactants needed to synthesize it. The reactants are: [CH2:1]([O:11][CH2:12][C:13]1[CH:18]=[CH:17][CH:16]=[CH:15][CH:14]=1)[CH2:2][CH2:3][CH2:4][CH2:5][CH2:6][CH2:7][CH2:8][CH:9]=[CH2:10].C1(N=NC=CC2CCCCC2)CCCCC1.C([O-])([O-])=O.[Cs+].[Cs+].Br[C:42]1[CH:47]=[CH:46][C:45]([C:48]([F:51])([F:50])[F:49])=[CH:44][CH:43]=1. (3) Given the product [C:2]([C:7]1[S:11][C:10]([CH2:12][N:13]2[CH:17]=[C:16]([NH:18][C:32]([C:28]3[N:29]=[CH:30][O:31][C:27]=3[C:23]3[CH:24]=[CH:25][CH:26]=[C:21]([N:20]([CH3:35])[CH3:19])[CH:22]=3)=[O:33])[CH:15]=[N:14]2)=[CH:9][CH:8]=1)(=[O:6])[CH3:1], predict the reactants needed to synthesize it. The reactants are: [CH3:1][C:2]1([C:7]2[S:11][C:10]([CH2:12][N:13]3[CH:17]=[C:16]([NH2:18])[CH:15]=[N:14]3)=[CH:9][CH:8]=2)[O:6]CCO1.[CH3:19][N:20]([CH3:35])[C:21]1[CH:22]=[C:23]([C:27]2[O:31][CH:30]=[N:29][C:28]=2[C:32](O)=[O:33])[CH:24]=[CH:25][CH:26]=1. (4) Given the product [CH:10]1[C:11]2[CH:12]([CH2:14][O:15][C:16]([NH:18][C@H:19]([C:25]([OH:27])=[O:26])[C:20]([S:37]([CH3:28])(=[O:39])=[O:36])([CH3:22])[CH3:21])=[O:17])[C:13]3[C:5](=[CH:4][CH:3]=[CH:2][CH:1]=3)[C:6]=2[CH:7]=[CH:8][CH:9]=1, predict the reactants needed to synthesize it. The reactants are: [CH:1]1[C:13]2[CH:12]([CH2:14][O:15][C:16]([NH:18][C@H:19]([C:25]([OH:27])=[O:26])[C:20](SC)([CH3:22])[CH3:21])=[O:17])[C:11]3[C:6](=[CH:7][CH:8]=[CH:9][CH:10]=3)[C:5]=2[CH:4]=[CH:3][CH:2]=1.[C:28](=O)(O)[O-].[Na+].[OH-].[Na+].O[O:36][S:37]([O-:39])=O.[K+].Cl.